Dataset: Full USPTO retrosynthesis dataset with 1.9M reactions from patents (1976-2016). Task: Predict the reactants needed to synthesize the given product. (1) Given the product [F:11][C:9]([F:10])([F:12])[C:7]1[CH:6]=[C:5]([C@H:13]([O:15][C@H:16]2[CH2:21][CH2:20][N:19]([C:22]([N:51]3[CH2:52][CH2:53][CH:48]([N:44]4[CH2:45][CH2:46][CH2:47][S:43]4(=[O:42])=[O:54])[CH2:49][CH2:50]3)=[O:23])[CH2:18][C@H:17]2[C:34]2[CH:39]=[CH:38][CH:37]=[CH:36][CH:35]=2)[CH3:14])[CH:4]=[C:3]([C:2]([F:40])([F:41])[F:1])[CH:8]=1, predict the reactants needed to synthesize it. The reactants are: [F:1][C:2]([F:41])([F:40])[C:3]1[CH:4]=[C:5]([C@H:13]([O:15][C@H:16]2[CH2:21][CH2:20][N:19]([C:22](OC3C=CC([N+]([O-])=O)=CC=3)=[O:23])[CH2:18][C@H:17]2[C:34]2[CH:39]=[CH:38][CH:37]=[CH:36][CH:35]=2)[CH3:14])[CH:6]=[C:7]([C:9]([F:12])([F:11])[F:10])[CH:8]=1.[O:42]=[S:43]1(=[O:54])[CH2:47][CH2:46][CH2:45][N:44]1[CH:48]1[CH2:53][CH2:52][NH:51][CH2:50][CH2:49]1. (2) Given the product [Cl:1][C:2]1[CH:7]=[CH:6][C:5]([C:8]2[C:14]3[CH:15]=[C:16]([C:18]4[CH:19]=[CH:20][N:21]=[CH:22][CH:23]=4)[S:17][C:13]=3[CH2:12][CH2:11][CH2:10][CH:9]=2)=[CH:4][CH:3]=1, predict the reactants needed to synthesize it. The reactants are: [Cl:1][C:2]1[CH:7]=[CH:6][C:5]([C:8]2(O)[C:14]3[CH:15]=[C:16]([C:18]4[CH:23]=[CH:22][N:21]=[CH:20][CH:19]=4)[S:17][C:13]=3[CH2:12][CH2:11][CH2:10][CH2:9]2)=[CH:4][CH:3]=1.ClCCCl.